From a dataset of Forward reaction prediction with 1.9M reactions from USPTO patents (1976-2016). Predict the product of the given reaction. (1) Given the reactants [C:1]([C:3]1[CH:4]=[C:5]([N+:34]([O-])=O)[C:6]([C:12]([NH:14][CH2:15][CH:16]2[CH2:21][CH2:20][N:19]([CH2:22][C:23]3[O:27][N:26]=[C:25]([C:28]4[CH:33]=[CH:32][CH:31]=[CH:30][CH:29]=4)[CH:24]=3)[CH2:18][CH2:17]2)=[O:13])=[N:7][C:8]=1[O:9][CH2:10][CH3:11])#[N:2].[Cl-:37].[NH4+], predict the reaction product. The product is: [ClH:37].[NH2:34][C:5]1[C:6]([C:12]([NH:14][CH2:15][CH:16]2[CH2:17][CH2:18][N:19]([CH2:22][C:23]3[O:27][N:26]=[C:25]([C:28]4[CH:29]=[CH:30][CH:31]=[CH:32][CH:33]=4)[CH:24]=3)[CH2:20][CH2:21]2)=[O:13])=[N:7][C:8]([O:9][CH2:10][CH3:11])=[C:3]([C:1]#[N:2])[CH:4]=1. (2) Given the reactants [Li+].[BH4-].[CH2:3]([N:6]([C:16]([O:18][C:19]([CH3:22])([CH3:21])[CH3:20])=[O:17])[CH2:7][CH2:8][C:9]([CH3:15])([CH3:14])[C:10](OC)=[O:11])[CH:4]=[CH2:5], predict the reaction product. The product is: [CH2:3]([N:6]([CH2:7][CH2:8][C:9]([CH3:15])([CH3:14])[CH2:10][OH:11])[C:16](=[O:17])[O:18][C:19]([CH3:20])([CH3:21])[CH3:22])[CH:4]=[CH2:5]. (3) Given the reactants [NH2:1][C:2]1[N:3]=[CH:4][C:5]([C:18]2[CH:46]=[CH:45][C:21]([CH2:22][NH:23][CH:24]3[CH2:29][CH2:28][N:27]([C:30]([O:32][C:33]([CH3:36])([CH3:35])[CH3:34])=[O:31])[C@@H:26]([C:37]([O:39][CH:40]4[CH2:44][CH2:43][CH2:42][CH2:41]4)=[O:38])[CH2:25]3)=[CH:20][CH:19]=2)=[N:6][C:7]=1[NH:8][CH2:9][C:10]1[C:15]([Cl:16])=[CH:14][CH:13]=[CH:12][C:11]=1[Cl:17].[CH2:47]=O, predict the reaction product. The product is: [NH2:1][C:2]1[N:3]=[CH:4][C:5]([C:18]2[CH:19]=[CH:20][C:21]([CH2:22][N:23]([CH3:47])[CH:24]3[CH2:29][CH2:28][N:27]([C:30]([O:32][C:33]([CH3:36])([CH3:35])[CH3:34])=[O:31])[C@@H:26]([C:37]([O:39][CH:40]4[CH2:41][CH2:42][CH2:43][CH2:44]4)=[O:38])[CH2:25]3)=[CH:45][CH:46]=2)=[N:6][C:7]=1[NH:8][CH2:9][C:10]1[C:11]([Cl:17])=[CH:12][CH:13]=[CH:14][C:15]=1[Cl:16].